The task is: Binary Classification. Given a miRNA mature sequence and a target amino acid sequence, predict their likelihood of interaction.. This data is from Experimentally validated miRNA-target interactions with 360,000+ pairs, plus equal number of negative samples. The miRNA is hsa-miR-602 with sequence GACACGGGCGACAGCUGCGGCCC. The protein sequence of the target gene is MLTPPLLLLLPLLSALVAAAIDAPKTCSPKQFACRDQITCISKGWRCDGERDCPDGSDEAPEICPQSKAQRCQPNEHNCLGTELCVPMSRLCNGVQDCMDGSDEGPHCRELQGNCSRLGCQHHCVPTLDGPTCYCNSSFQLQADGKTCKDFDECSVYGTCSQLCTNTDGSFICGCVEGYLLQPDNRSCKAKNEPVDRPPVLLIANSQNILATYLSGAQVSTITPTSTRQTTAMDFSYANETVCWVHVGDSAAQTQLKCARMPGLKGFVDEHTINISLSLHHVEQMAIDWLTGNFYFVDDI.... Result: 0 (no interaction).